This data is from Full USPTO retrosynthesis dataset with 1.9M reactions from patents (1976-2016). The task is: Predict the reactants needed to synthesize the given product. (1) Given the product [CH3:7][O:8][C:9]1[CH:16]=[C:15](/[CH:21]=[CH:24]/[C:25]([NH:27][C:28]2[CH:36]=[CH:35][CH:34]=[CH:33][C:29]=2[C:30]([OH:32])=[O:31])=[O:26])[CH:12]=[CH:11][C:10]=1[O:17][CH2:18][C:19]#[CH:20], predict the reactants needed to synthesize it. The reactants are: N1CCCCC1.[CH3:7][O:8][C:9]1[CH:16]=[CH:15][C:12](C=O)=[CH:11][C:10]=1[O:17][CH2:18][C:19]#[CH:20].[C:21]([CH2:24][C:25]([NH:27][C:28]1[CH:36]=[CH:35][CH:34]=[CH:33][C:29]=1[C:30]([OH:32])=[O:31])=[O:26])(O)=O.CC(O)=O. (2) Given the product [C:25]1([C:31]2[CH:32]=[CH:33][C:34]3[N:35]([S:15]([C:18]4[CH:24]=[CH:23][C:21]([CH3:22])=[CH:20][CH:19]=4)(=[O:17])=[O:16])[C:36]4[C:41]([C:42]=3[CH:43]=2)=[CH:40][C:39]([C:44]2[CH:45]=[CH:46][CH:47]=[CH:48][CH:49]=2)=[CH:38][CH:37]=4)[CH:30]=[CH:29][CH:28]=[CH:27][CH:26]=1, predict the reactants needed to synthesize it. The reactants are: BrC1C=CC2N([S:15]([C:18]3[CH:24]=[CH:23][C:21]([CH3:22])=[CH:20][CH:19]=3)(=[O:17])=[O:16])C3C(C=2C=1)=CC=CC=3.[C:25]1([C:31]2[CH:32]=[CH:33][C:34]3[NH:35][C:36]4[C:41]([C:42]=3[CH:43]=2)=[CH:40][C:39]([C:44]2[CH:49]=[CH:48][CH:47]=[CH:46][CH:45]=2)=[CH:38][CH:37]=4)[CH:30]=[CH:29][CH:28]=[CH:27][CH:26]=1.C(C1C=CC=CC=1)CCCCCCCCCCC. (3) Given the product [C:10]1([C@H:13]2[CH2:14][CH2:15][C@H:16]([CH2:19][C:20]([O:22][CH3:23])=[O:21])[CH2:17][CH2:18]2)[CH:11]=[CH:12][CH:7]=[CH:8][CH:9]=1, predict the reactants needed to synthesize it. The reactants are: FC(F)(F)S(O[C:7]1[CH:12]=[CH:11][C:10]([C@H:13]2[CH2:18][CH2:17][C@H:16]([CH2:19][C:20]([O:22][CH3:23])=[O:21])[CH2:15][CH2:14]2)=[CH:9][CH:8]=1)(=O)=O. (4) Given the product [CH3:6][N:7]1[CH2:11][C@@H:10]2[N:12]([C:15]3[CH:20]=[C:19]([O:21][CH3:22])[C:18]([NH:23][C:24]4[N:29]=[C:28]([C:30]5[CH:31]=[N:32][N:33]6[CH:38]=[CH:37][CH:36]=[CH:35][C:34]=56)[C:27]([Cl:39])=[CH:26][N:25]=4)=[CH:17][C:16]=3[NH:40][C:1](=[O:4])[CH:2]=[CH2:3])[CH2:13][CH2:14][C@@H:9]2[CH2:8]1, predict the reactants needed to synthesize it. The reactants are: [C:1](Cl)(=[O:4])[CH:2]=[CH2:3].[CH3:6][N:7]1[CH2:11][C@@H:10]2[N:12]([C:15]3[CH:20]=[C:19]([O:21][CH3:22])[C:18]([NH:23][C:24]4[N:29]=[C:28]([C:30]5[CH:31]=[N:32][N:33]6[CH:38]=[CH:37][CH:36]=[CH:35][C:34]=56)[C:27]([Cl:39])=[CH:26][N:25]=4)=[CH:17][C:16]=3[NH2:40])[CH2:13][CH2:14][C@@H:9]2[CH2:8]1.CCN(C(C)C)C(C)C.